The task is: Predict the reactants needed to synthesize the given product.. This data is from Full USPTO retrosynthesis dataset with 1.9M reactions from patents (1976-2016). Given the product [CH:28]1([C:33]([N:14]2[CH2:15][CH:10]([C:7]3[CH:6]=[CH:5][C:4]([CH:2]([CH3:1])[CH3:3])=[CH:9][CH:8]=3)[CH2:11][CH:12]([C:16]([O:18][CH2:19][CH3:20])=[O:17])[CH2:13]2)=[O:34])[CH2:32][CH2:31][CH2:30][CH2:29]1, predict the reactants needed to synthesize it. The reactants are: [CH3:1][CH:2]([C:4]1[CH:9]=[CH:8][C:7]([CH:10]2[CH2:15][NH:14][CH2:13][CH:12]([C:16]([O:18][CH2:19][CH3:20])=[O:17])[CH2:11]2)=[CH:6][CH:5]=1)[CH3:3].C(N(CC)CC)C.[CH:28]1([C:33](Cl)=[O:34])[CH2:32][CH2:31][CH2:30][CH2:29]1.